The task is: Predict which catalyst facilitates the given reaction.. This data is from Catalyst prediction with 721,799 reactions and 888 catalyst types from USPTO. (1) Reactant: Cl[CH2:2][C@H:3]([OH:10])[CH2:4][C:5]([O:7]CC)=[O:6].[CH3:11][N:12]([CH3:14])[CH3:13]. Product: [OH:10][C@H:3]([CH2:4][C:5](=[O:6])[O-:7])[CH2:2][N+:12]([CH3:14])([CH3:13])[CH3:11]. The catalyst class is: 6. (2) Reactant: [NH:1]1[CH2:6][CH2:5][CH:4]([OH:7])[CH2:3][CH2:2]1.CCN(CC)CC.F[C:16]1[CH:21]=[CH:20][C:19]([N+:22]([O-:24])=[O:23])=[CH:18][C:17]=1[F:25]. Product: [F:25][C:17]1[CH:18]=[C:19]([N+:22]([O-:24])=[O:23])[CH:20]=[CH:21][C:16]=1[N:1]1[CH2:6][CH2:5][CH:4]([OH:7])[CH2:3][CH2:2]1. The catalyst class is: 25. (3) Reactant: C[O-].[Na+].C([O:6][C:7](=O)[CH:8]([C:14]1[CH:19]=[CH:18][C:17]([CH3:20])=[CH:16][CH:15]=1)[C:9](OCC)=[O:10])C.Cl.[CH:23]([NH2:25])=[NH:24]. Product: [C:17]1([CH3:20])[CH:18]=[CH:19][C:14]([C:8]2[C:9]([OH:10])=[N:24][CH:23]=[N:25][C:7]=2[OH:6])=[CH:15][CH:16]=1. The catalyst class is: 5. (4) Reactant: C(OC(N1C(CC)CC([N:16]([CH2:24][C:25]2[CH:30]=[C:29]([C:31]([F:34])([F:33])[F:32])[CH:28]=[C:27]([C:35]([F:38])([F:37])[F:36])[CH:26]=2)[C:17]2[N:22]=[CH:21][C:20]([Br:23])=[CH:19][N:18]=2)CC1CC1C=CC=CC=1)=O)(C)(C)C.[ClH:46]. The catalyst class is: 13. Product: [ClH:46].[F:38][C:35]([F:36])([F:37])[C:27]1[CH:26]=[C:25]([CH:30]=[C:29]([C:31]([F:34])([F:33])[F:32])[CH:28]=1)[CH2:24][NH:16][C:17]1[N:22]=[CH:21][C:20]([Br:23])=[CH:19][N:18]=1. (5) Reactant: [CH:1]1[C:10]2[C:5](=[CH:6][CH:7]=[CH:8][CH:9]=2)[CH:4]=[CH:3][C:2]=1[CH2:11][CH2:12][C:13]([OH:15])=O.[C:16]([OH:25])(=[O:24])[C:17]1[C:18](=[CH:20][CH:21]=[CH:22][CH:23]=1)[NH2:19].C1(C)C=CC(S([O-])(=O)=O)=CC=1.[NH+]1C=CC=CC=1. Product: [CH:1]1[C:10]2[C:5](=[CH:6][CH:7]=[CH:8][CH:9]=2)[CH:4]=[CH:3][C:2]=1[CH2:11][CH2:12][C:13]([NH:19][C:18]1[CH:20]=[CH:21][CH:22]=[CH:23][C:17]=1[C:16]([OH:25])=[O:24])=[O:15]. The catalyst class is: 1. (6) Reactant: [N:1]1[C:10]2[C:5](=[CH:6][CH:7]=[C:8]([CH2:11]O)[CH:9]=2)[CH:4]=[CH:3][CH:2]=1.C1C=CC(OP(OC2C=CC=CC=2)([N:22]=[N+:23]=[N-:24])=O)=CC=1.N12CCCN=C1CCCCC2. Product: [N:22]([CH2:11][C:8]1[CH:9]=[C:10]2[C:5]([CH:4]=[CH:3][CH:2]=[N:1]2)=[CH:6][CH:7]=1)=[N+:23]=[N-:24]. The catalyst class is: 308.